Dataset: Forward reaction prediction with 1.9M reactions from USPTO patents (1976-2016). Task: Predict the product of the given reaction. (1) Given the reactants [N+:1]([C:4]1[CH:5]=[C:6]([C:11]([F:14])([F:13])[F:12])[C:7](O)=[N:8][CH:9]=1)([O-:3])=[O:2].O=S(Cl)[Cl:17], predict the reaction product. The product is: [Cl:17][C:7]1[C:6]([C:11]([F:14])([F:13])[F:12])=[CH:5][C:4]([N+:1]([O-:3])=[O:2])=[CH:9][N:8]=1. (2) Given the reactants [N:1]12[CH2:8][CH2:7][C:4]([C:9]([C:17]3[CH:22]=[CH:21][CH:20]=[CH:19][CH:18]=3)([C:11]3[CH:16]=[CH:15][CH:14]=[CH:13][CH:12]=3)[OH:10])([CH2:5][CH2:6]1)[CH2:3][CH2:2]2.[Br:23][CH2:24][CH2:25][CH2:26][CH2:27][CH2:28][CH3:29], predict the reaction product. The product is: [Br-:23].[CH2:24]([N+:1]12[CH2:6][CH2:5][C:4]([C:9]([OH:10])([C:17]3[CH:22]=[CH:21][CH:20]=[CH:19][CH:18]=3)[C:11]3[CH:12]=[CH:13][CH:14]=[CH:15][CH:16]=3)([CH2:3][CH2:2]1)[CH2:7][CH2:8]2)[CH2:25][CH2:26][CH2:27][CH2:28][CH3:29]. (3) Given the reactants C[O:2][C:3](=[O:26])[CH2:4][C:5]1[CH:10]=[CH:9][CH:8]=[C:7]([NH:11][C:12]2[N:17]=[C:16]([NH:18][C:19]3[CH:24]=[CH:23][CH:22]=[C:21]([Br:25])[CH:20]=3)[N:15]=[CH:14][N:13]=2)[CH:6]=1, predict the reaction product. The product is: [Br:25][C:21]1[CH:20]=[C:19]([NH:18][C:16]2[N:15]=[CH:14][N:13]=[C:12]([NH:11][C:7]3[CH:6]=[C:5]([CH2:4][C:3]([OH:26])=[O:2])[CH:10]=[CH:9][CH:8]=3)[N:17]=2)[CH:24]=[CH:23][CH:22]=1. (4) The product is: [OH:6][CH2:7][C@H:8]([O:12][C:13]1[CH:36]=[CH:35][C:16]2[C:17]3[N:21]([CH:20]=[C:19]([C:25]4[N:26]([CH2:30][C:31]([F:32])([F:33])[F:34])[N:27]=[CH:28][N:29]=4)[N:18]=3)[CH2:22][CH2:23][O:24][C:15]=2[CH:14]=1)[C:9]([NH2:11])=[O:10]. Given the reactants C([Si](C)(C)[O:6][CH2:7][C@H:8]([O:12][C:13]1[CH:36]=[CH:35][C:16]2[C:17]3[N:21]([CH2:22][CH2:23][O:24][C:15]=2[CH:14]=1)[CH:20]=[C:19]([C:25]1[N:26]([CH2:30][C:31]([F:34])([F:33])[F:32])[N:27]=[CH:28][N:29]=1)[N:18]=3)[C:9]([NH2:11])=[O:10])(C)(C)C.CCCC[N+](CCCC)(CCCC)CCCC.[F-], predict the reaction product. (5) Given the reactants [F:1][C:2]1[CH:3]=[C:4]([CH:29]=[C:30]([N:32]2[CH2:37][CH2:36][O:35][CH2:34][CH2:33]2)[CH:31]=1)[C:5]([NH:7][C:8]1[C:17]2[C:12](=[CH:13][CH:14]=[CH:15][CH:16]=2)[C:11]([O:18][C:19]2[CH:24]=[CH:23][N:22]=[C:21](S(C)(=O)=O)[N:20]=2)=[CH:10][CH:9]=1)=[O:6].[CH:38]1([CH2:41][NH2:42])[CH2:40][CH2:39]1, predict the reaction product. The product is: [CH:38]1([CH2:41][NH:42][C:21]2[N:20]=[C:19]([O:18][C:11]3[C:12]4[C:17](=[CH:16][CH:15]=[CH:14][CH:13]=4)[C:8]([NH:7][C:5](=[O:6])[C:4]4[CH:29]=[C:30]([N:32]5[CH2:37][CH2:36][O:35][CH2:34][CH2:33]5)[CH:31]=[C:2]([F:1])[CH:3]=4)=[CH:9][CH:10]=3)[CH:24]=[CH:23][N:22]=2)[CH2:40][CH2:39]1. (6) Given the reactants Cl[C:2]1[CH:3]=[C:4]([C:16]([NH:18][CH2:19][C:20]2[C:21](=[O:28])[NH:22][C:23]([CH3:27])=[CH:24][C:25]=2[CH3:26])=[O:17])[C:5]2[C:10]([CH3:11])=[N:9][N:8]([C:12]([CH3:15])([CH3:14])[CH3:13])[C:6]=2[N:7]=1.[N:29]1([C:35]2[N:40]=[CH:39][C:38](B(O)O)=[CH:37][CH:36]=2)[CH2:34][CH2:33][O:32][CH2:31][CH2:30]1.COCCOC.C(=O)([O-])[O-].[Na+].[Na+], predict the reaction product. The product is: [CH3:14][C:12]([N:8]1[C:6]2[N:7]=[C:2]([C:38]3[CH:39]=[N:40][C:35]([N:29]4[CH2:30][CH2:31][O:32][CH2:33][CH2:34]4)=[CH:36][CH:37]=3)[CH:3]=[C:4]([C:16]([NH:18][CH2:19][C:20]3[C:21](=[O:28])[NH:22][C:23]([CH3:27])=[CH:24][C:25]=3[CH3:26])=[O:17])[C:5]=2[C:10]([CH3:11])=[N:9]1)([CH3:13])[CH3:15]. (7) Given the reactants [Br:1][CH2:2][CH2:3]Br.[CH3:5][O:6][C:7]([C:9]1[CH:17]=[C:16]2[C:12]([CH2:13][CH2:14][NH:15]2)=[CH:11][CH:10]=1)=[O:8].C(N(CC)CC)C, predict the reaction product. The product is: [Br:1][CH2:2][CH2:3][N:15]1[C:16]2[C:12](=[CH:11][CH:10]=[C:9]([C:7]([O:6][CH3:5])=[O:8])[CH:17]=2)[CH2:13][CH2:14]1. (8) The product is: [Si:1]([O:8][C@H:9]([C@H:32]1[CH2:36][C:35]([C:37]2[CH:38]=[CH:39][CH:40]=[CH:41][CH:42]=2)=[CH:34][N:33]1[C:44]([O:46][C:47]([CH3:50])([CH3:49])[CH3:48])=[O:45])[C@@H:10]([NH:20][C:21](=[O:31])[C:22]1[CH:27]=[CH:26][CH:25]=[C:24]([C:28](=[O:30])[NH2:29])[CH:23]=1)[CH2:11][C:12]1[CH:13]=[C:14]([F:19])[CH:15]=[C:16]([F:18])[CH:17]=1)([C:4]([CH3:6])([CH3:7])[CH3:5])([CH3:3])[CH3:2]. Given the reactants [Si:1]([O:8][C@H:9]([C@H:32]1[CH2:36][C:35](O)([C:37]2[CH:42]=[CH:41][CH:40]=[CH:39][CH:38]=2)[CH2:34][N:33]1[C:44]([O:46][C:47]([CH3:50])([CH3:49])[CH3:48])=[O:45])[C@@H:10]([NH:20][C:21](=[O:31])[C:22]1[CH:27]=[CH:26][CH:25]=[C:24]([C:28](=[O:30])[NH2:29])[CH:23]=1)[CH2:11][C:12]1[CH:17]=[C:16]([F:18])[CH:15]=[C:14]([F:19])[CH:13]=1)([C:4]([CH3:7])([CH3:6])[CH3:5])([CH3:3])[CH3:2].[SiH](CC)(CC)CC.C(O)(C(F)(F)F)=O, predict the reaction product.